From a dataset of Forward reaction prediction with 1.9M reactions from USPTO patents (1976-2016). Predict the product of the given reaction. (1) The product is: [CH3:35][C:30]1[CH:29]=[CH:28][C:27]2[C:32](=[CH:33][CH:34]=[C:25]([NH:24][C:18](=[O:22])[C:19]([C:9]3[C:10]4[C:15](=[CH:14][CH:13]=[CH:12][CH:11]=4)[N:7]([CH2:6][C:5]4[CH:4]=[CH:3][C:2]([Cl:1])=[CH:17][CH:16]=4)[CH:8]=3)=[O:20])[CH:26]=2)[N:31]=1. Given the reactants [Cl:1][C:2]1[CH:17]=[CH:16][C:5]([CH2:6][N:7]2[C:15]3[C:10](=[CH:11][CH:12]=[CH:13][CH:14]=3)[CH:9]=[CH:8]2)=[CH:4][CH:3]=1.[C:18](Cl)(=[O:22])[C:19](Cl)=[O:20].[NH2:24][C:25]1[CH:26]=[C:27]2[C:32](=[CH:33][CH:34]=1)[N:31]=[C:30]([CH3:35])[CH:29]=[CH:28]2, predict the reaction product. (2) Given the reactants [Br:1][C:2]1[CH:7]=[C:6]([F:8])[C:5]([N+:9]([O-])=O)=[CH:4][C:3]=1[N:12]([S:18]([CH2:21][CH3:22])(=[O:20])=[O:19])[S:13]([CH2:16][CH3:17])(=[O:15])=[O:14], predict the reaction product. The product is: [Br:1][C:2]1[CH:7]=[C:6]([F:8])[C:5]([NH2:9])=[CH:4][C:3]=1[N:12]([S:13]([CH2:16][CH3:17])(=[O:15])=[O:14])[S:18]([CH2:21][CH3:22])(=[O:19])=[O:20].